From a dataset of Forward reaction prediction with 1.9M reactions from USPTO patents (1976-2016). Predict the product of the given reaction. Given the reactants [CH:1]1([N:6]2[C:10](=[O:11])[C:9]3[CH:12]=[CH:13][C:14]([O:16][CH2:17][C:18]4[CH:19]=[C:20](B(O)O)[CH:21]=[CH:22][CH:23]=4)=[CH:15][C:8]=3[S:7]2)[CH2:5][CH2:4][CH2:3][CH2:2]1.I[C:28]1[CH:29]=[C:30]([CH:34]=[CH:35][C:36]=1[O:37][CH3:38])[C:31]([OH:33])=[O:32], predict the reaction product. The product is: [CH:1]1([N:6]2[C:10](=[O:11])[C:9]3[CH:12]=[CH:13][C:14]([O:16][CH2:17][C:18]4[CH:19]=[C:20]([C:35]5[C:36]([O:37][CH3:38])=[CH:28][CH:29]=[C:30]([C:31]([OH:33])=[O:32])[CH:34]=5)[CH:21]=[CH:22][CH:23]=4)=[CH:15][C:8]=3[S:7]2)[CH2:5][CH2:4][CH2:3][CH2:2]1.